Dataset: Forward reaction prediction with 1.9M reactions from USPTO patents (1976-2016). Task: Predict the product of the given reaction. (1) Given the reactants [CH3:1][O:2][C:3]1[C:12]2[N:11]=[C:10]([NH2:13])[N:9]3[CH2:14][CH2:15][N:16]=[C:8]3[C:7]=2[CH:6]=[CH:5][C:4]=1[O:17][CH2:18][C@H:19]1[CH2:21][O:20]1.[NH:22]1[CH2:26][CH2:25][CH2:24][CH2:23]1, predict the reaction product. The product is: [OH:20][C@H:19]([CH2:21][N:22]1[CH2:26][CH2:25][CH2:24][CH2:23]1)[CH2:18][O:17][C:4]1[CH:5]=[CH:6][C:7]2[C:8]3[N:9]([CH2:14][CH2:15][N:16]=3)[C:10]([NH2:13])=[N:11][C:12]=2[C:3]=1[O:2][CH3:1]. (2) Given the reactants C[O:2][C:3]1[CH:15]=[CH:14][C:13]2[C:12]3[C:7](=[CH:8][C:9]([O:16]C)=[CH:10][CH:11]=3)[NH:6][C:5]=2[CH:4]=1.Cl.N1C=CC=CC=1, predict the reaction product. The product is: [OH:2][C:3]1[CH:15]=[CH:14][C:13]2[C:12]3[C:7](=[CH:8][C:9]([OH:16])=[CH:10][CH:11]=3)[NH:6][C:5]=2[CH:4]=1. (3) Given the reactants [F:1][C:2]1[CH:3]=[CH:4][C:5]([N+:14]([O-])=O)=[C:6]([NH:8][C@H:9]([C:11](O)=[O:12])[CH3:10])[CH:7]=1.C([C@H]1NC2C(=CC(F)=CC=2)NC1=O)C, predict the reaction product. The product is: [F:1][C:2]1[CH:7]=[C:6]2[C:5](=[CH:4][CH:3]=1)[NH:14][C:11](=[O:12])[C@H:9]([CH3:10])[NH:8]2. (4) Given the reactants [Br:1][C:2]1[CH:3]=[C:4]([CH:12]=[C:13]([CH:15]=[O:16])[CH:14]=1)[C:5]([O:7][C:8]([CH3:11])([CH3:10])[CH3:9])=[O:6].C[Si](C)(C)[C:19]([F:22])([F:21])[F:20].[F-].C([N+](CCCC)(CCCC)CCCC)CCC.Cl, predict the reaction product. The product is: [Br:1][C:2]1[CH:3]=[C:4]([CH:12]=[C:13]([CH:15]([OH:16])[C:19]([F:22])([F:21])[F:20])[CH:14]=1)[C:5]([O:7][C:8]([CH3:11])([CH3:10])[CH3:9])=[O:6]. (5) Given the reactants Br[C:2]1[CH:3]=[CH:4][CH:5]=[C:6]2[C:10]=1[NH:9][C:8]([C:11]([O:13][CH2:14][CH3:15])=[O:12])=[C:7]2[CH2:16][CH2:17][CH2:18][O:19][C:20]1[CH:25]=[C:24]([CH3:26])[C:23]([Cl:27])=[C:22]([CH3:28])[CH:21]=1.[S:29]1[CH:33]=[CH:32][CH:31]=[C:30]1B(O)O, predict the reaction product. The product is: [Cl:27][C:23]1[C:24]([CH3:26])=[CH:25][C:20]([O:19][CH2:18][CH2:17][CH2:16][C:7]2[C:6]3[C:10](=[C:2]([C:30]4[S:29][CH:33]=[CH:32][CH:31]=4)[CH:3]=[CH:4][CH:5]=3)[NH:9][C:8]=2[C:11]([O:13][CH2:14][CH3:15])=[O:12])=[CH:21][C:22]=1[CH3:28].